This data is from Catalyst prediction with 721,799 reactions and 888 catalyst types from USPTO. The task is: Predict which catalyst facilitates the given reaction. (1) Reactant: [C:1]1([C:7]2[S:11][C:10]([NH2:12])=[N:9][CH:8]=2)[CH:6]=[CH:5][CH:4]=[CH:3][CH:2]=1.CCN([CH:19]([CH3:21])C)C(C)C.C([CH:24]([C:28](Cl)=[O:29])[C:25](Cl)=[O:26])C.[OH2:31]. Product: [CH2:19]([O:31][C:28](=[O:29])[CH2:24][C:25]([NH:12][C:10]1[S:11][C:7]([C:1]2[CH:2]=[CH:3][CH:4]=[CH:5][CH:6]=2)=[CH:8][N:9]=1)=[O:26])[CH3:21]. The catalyst class is: 22. (2) Reactant: C([O:8][C:9]1[CH:14]=[CH:13][C:12]([C@H:15]2[C@@H:19]([O:20][CH3:21])[C@H:18]([O:22][CH3:23])[C@H:17]([C:24]3[CH:29]=[CH:28][C:27]([O:30]CC4C=CC=CC=4)=[CH:26][CH:25]=3)[N:16]2[C:38]2[CH:43]=[CH:42][C:41]([C:44]([CH3:47])([CH3:46])[CH3:45])=[CH:40][CH:39]=2)=[CH:11][CH:10]=1)C1C=CC=CC=1. Product: [C:44]([C:41]1[CH:40]=[CH:39][C:38]([N:16]2[C@@H:17]([C:24]3[CH:29]=[CH:28][C:27]([OH:30])=[CH:26][CH:25]=3)[C@@H:18]([O:22][CH3:23])[C@H:19]([O:20][CH3:21])[C@@H:15]2[C:12]2[CH:13]=[CH:14][C:9]([OH:8])=[CH:10][CH:11]=2)=[CH:43][CH:42]=1)([CH3:47])([CH3:45])[CH3:46]. The catalyst class is: 78. (3) Reactant: [CH3:1][NH:2][CH:3]1[CH2:16][C:15]2[C:6]([CH3:25])([CH:7]3[CH:12]([CH2:13][CH:14]=2)[CH:11]2[CH2:17][CH2:18][CH:19]4[CH:20]([CH3:24])[N:21]([CH3:23])[CH2:22][C:10]24[CH2:9][CH2:8]3)[CH2:5][CH2:4]1.[C:26]([N:33]([CH3:41])[C@@H:34]([C:38]([OH:40])=O)[CH:35]([CH3:37])[CH3:36])([O:28][C:29]([CH3:32])([CH3:31])[CH3:30])=[O:27].Cl.CN(C)CCCN=C=NCC.ON1C2C=CC=CC=2N=N1. Product: [C:29]([O:28][C:26](=[O:27])[N:33]([CH3:41])[CH:34]([C:38](=[O:40])[N:2]([CH3:1])[CH:3]1[CH2:16][C:15]2[C:6]([CH3:25])([CH:7]3[CH:12]([CH2:13][CH:14]=2)[CH:11]2[CH2:17][CH2:18][CH:19]4[CH:20]([CH3:24])[N:21]([CH3:23])[CH2:22][C:10]24[CH2:9][CH2:8]3)[CH2:5][CH2:4]1)[CH:35]([CH3:36])[CH3:37])([CH3:30])([CH3:31])[CH3:32]. The catalyst class is: 266. (4) Reactant: Br[C:2]1[C:13]2[C:5](=[CH:6][C:7]([C:16]3[CH:21]=[CH:20][CH:19]=[CH:18][C:17]=3[O:22][CH3:23])=[C:8]3[C:12]=2[C:11](=[O:14])[NH:10][C:9]3=[O:15])[N:4]([CH3:24])[CH:3]=1.[CH2:25]([OH:28])[C:26]#[CH:27].C([O-])([O-])=O.[K+].[K+]. Product: [OH:28][CH2:25][C:26]#[C:27][C:2]1[C:13]2[C:5](=[CH:6][C:7]([C:16]3[CH:21]=[CH:20][CH:19]=[CH:18][C:17]=3[O:22][CH3:23])=[C:8]3[C:12]=2[C:11](=[O:14])[NH:10][C:9]3=[O:15])[N:4]([CH3:24])[CH:3]=1. The catalyst class is: 13. (5) Reactant: [CH2:1]1[O:9][C:8]2[CH:7]=[CH:6][C:5]([CH:10]3[C:14]4[NH:15][C:16]5[CH:17]=[CH:18][CH:19]=[CH:20][C:21]=5[C:22](=[O:23])[C:13]=4[CH2:12][N:11]3[C:24]([C:26]3[O:27][C:28]([C:31]4[CH:36]=[CH:35][C:34]([N+:37]([O-])=O)=[CH:33][CH:32]=4)=[CH:29][CH:30]=3)=[O:25])=[CH:4][C:3]=2[O:2]1. Product: [CH2:1]1[O:9][C:8]2[CH:7]=[CH:6][C:5]([CH:10]3[C:14]4[NH:15][C:16]5[CH:17]=[CH:18][CH:19]=[CH:20][C:21]=5[C:22](=[O:23])[C:13]=4[CH2:12][N:11]3[C:24]([C:26]3[O:27][C:28]([C:31]4[CH:32]=[CH:33][C:34]([NH2:37])=[CH:35][CH:36]=4)=[CH:29][CH:30]=3)=[O:25])=[CH:4][C:3]=2[O:2]1. The catalyst class is: 45. (6) Reactant: [Cl:1][C:2]1[CH:3]=[C:4]([OH:11])[C:5]([N+:8]([O-:10])=[O:9])=[N:6][CH:7]=1.[C:25]1(P([C:25]2[CH:30]=[CH:29][CH:28]=[CH:27][CH:26]=2)[C:25]2[CH:30]=[CH:29][CH:28]=[CH:27][CH:26]=2)[CH:30]=[CH:29][CH:28]=[CH:27][CH:26]=1.C1(CO)CCCC1. The catalyst class is: 1. Product: [Cl:1][C:2]1[CH:3]=[C:4]([O:11][CH2:25][CH:30]2[CH2:26][CH2:27][CH2:28][CH2:29]2)[C:5]([N+:8]([O-:10])=[O:9])=[N:6][CH:7]=1. (7) Reactant: Cl[C:2]1[N:7]=[C:6]([NH:8][C:9]2[CH:14]=[CH:13][CH:12]=[CH:11][C:10]=2[S:15]([CH:18]([F:20])[F:19])(=[O:17])=[O:16])[C:5]([Cl:21])=[CH:4][N:3]=1.[CH:22]([O:25][C:26]1[CH:32]=[C:31]([CH:33]2[CH2:38][CH2:37][NH:36][CH2:35][CH2:34]2)[C:30]([CH3:39])=[CH:29][C:27]=1[NH2:28])([CH3:24])[CH3:23].CC1C=CC(S(O)(=O)=O)=CC=1. Product: [Cl:21][C:5]1[C:6]([NH:8][C:9]2[CH:14]=[CH:13][CH:12]=[CH:11][C:10]=2[S:15]([CH:18]([F:20])[F:19])(=[O:17])=[O:16])=[N:7][C:2]([NH:28][C:27]2[CH:29]=[C:30]([CH3:39])[C:31]([CH:33]3[CH2:38][CH2:37][NH:36][CH2:35][CH2:34]3)=[CH:32][C:26]=2[O:25][CH:22]([CH3:24])[CH3:23])=[N:3][CH:4]=1. The catalyst class is: 32. (8) Reactant: [Cl:1][C:2]1[CH:10]=[CH:9][C:5](C(O)=O)=[CH:4][N:3]=1.C1(P(N=[N+]=[N-])(C2C=CC=CC=2)=[O:18])C=CC=CC=1.C([N:30]([CH2:33]C)CC)C. Product: [Cl:1][C:2]1[CH:10]=[CH:9][C:5]([N:30]=[C:33]=[O:18])=[CH:4][N:3]=1. The catalyst class is: 11.